Dataset: Forward reaction prediction with 1.9M reactions from USPTO patents (1976-2016). Task: Predict the product of the given reaction. (1) Given the reactants [C:1]([O:5][C:6]([N:8]1[CH2:12][C:11]([F:14])([F:13])[CH2:10][CH:9]1[CH2:15][OH:16])=[O:7])([CH3:4])([CH3:3])[CH3:2].CCN(CC)CC.CS(C)=O.N1C=CC=CC=1, predict the reaction product. The product is: [C:1]([O:5][C:6]([N:8]1[CH2:12][C:11]([F:13])([F:14])[CH2:10][CH:9]1[CH:15]=[O:16])=[O:7])([CH3:4])([CH3:3])[CH3:2]. (2) Given the reactants Cl[CH2:2][CH2:3][CH2:4][O:5][C:6]1[CH:15]=[C:14]2[C:9]([C:10]([O:16][C:17]3[CH:22]=[C:21]([CH3:23])[C:20]([CH3:24])=[CH:19][C:18]=3[C:25](=[O:27])[CH3:26])=[CH:11][CH:12]=[N:13]2)=[CH:8][C:7]=1[O:28][CH3:29].[NH:30]1[CH:34]=[CH:33][N:32]=[CH:31]1.C(=O)([O-])[O-].[K+].[K+].O, predict the reaction product. The product is: [N:30]1([CH2:2][CH2:3][CH2:4][O:5][C:6]2[CH:15]=[C:14]3[C:9]([C:10]([O:16][C:17]4[CH:22]=[C:21]([CH3:23])[C:20]([CH3:24])=[CH:19][C:18]=4[C:25](=[O:27])[CH3:26])=[CH:11][CH:12]=[N:13]3)=[CH:8][C:7]=2[O:28][CH3:29])[CH:34]=[CH:33][N:32]=[CH:31]1.